This data is from Full USPTO retrosynthesis dataset with 1.9M reactions from patents (1976-2016). The task is: Predict the reactants needed to synthesize the given product. (1) The reactants are: [N:1]1[CH:6]=[CH:5][CH:4]=[CH:3][C:2]=1[CH:7]=O.[C:9]([O:13][C:14]([CH3:17])([CH3:16])[CH3:15])(=[O:12])[NH:10][NH2:11]. Given the product [C:14]([O:13][C:9]([NH:10][N:11]=[CH:7][C:2]1[CH:3]=[CH:4][CH:5]=[CH:6][N:1]=1)=[O:12])([CH3:17])([CH3:16])[CH3:15], predict the reactants needed to synthesize it. (2) Given the product [CH2:3]([O:10][C:11]1[CH:12]=[CH:13][C:14]([C:17]2[N:38]([CH2:46][O:45][CH2:44][CH2:43][Si:40]([CH3:42])([CH3:41])[CH3:39])[C:20]3=[N:21][C:22]([N:25]4[CH2:26][CH2:27][N:28]([C:31]([O:33][C:34]([CH3:35])([CH3:37])[CH3:36])=[O:32])[CH2:29][CH2:30]4)=[CH:23][CH:24]=[C:19]3[N:18]=2)=[CH:15][CH:16]=1)[C:4]1[CH:5]=[CH:6][CH:7]=[CH:8][CH:9]=1, predict the reactants needed to synthesize it. The reactants are: [H-].[Na+].[CH2:3]([O:10][C:11]1[CH:16]=[CH:15][C:14]([C:17]2[NH:38][C:20]3=[N:21][C:22]([N:25]4[CH2:30][CH2:29][N:28]([C:31]([O:33][C:34]([CH3:37])([CH3:36])[CH3:35])=[O:32])[CH2:27][CH2:26]4)=[CH:23][CH:24]=[C:19]3[N:18]=2)=[CH:13][CH:12]=1)[C:4]1[CH:9]=[CH:8][CH:7]=[CH:6][CH:5]=1.[CH3:39][Si:40]([CH2:43][CH2:44][O:45][CH2:46]Cl)([CH3:42])[CH3:41].C([O-])(O)=O.[Na+]. (3) The reactants are: [NH:1]1[C:9]2[C:4](=[CH:5][CH:6]=[CH:7][CH:8]=2)[CH:3]=[CH:2]1.[OH-].[K+].[I:12]I.[O-]S([O-])=O.[Na+].[Na+]. Given the product [I:12][C:3]1[C:4]2[C:9](=[CH:8][CH:7]=[CH:6][CH:5]=2)[NH:1][CH:2]=1, predict the reactants needed to synthesize it. (4) The reactants are: [CH3:1][C@@H:2]1[CH2:7][N:6]([C:8]2[CH:13]=[CH:12][N:11]=[CH:10][C:9]=2[N+:14]([O-])=O)[CH2:5][C@H:4]2[N:17]([C:21]([O:23][C:24]([CH3:27])([CH3:26])[CH3:25])=[O:22])[C:18](=[O:20])[O:19][C@@H:3]12. Given the product [NH2:14][C:9]1[CH:10]=[N:11][CH:12]=[CH:13][C:8]=1[N:6]1[CH2:7][C@@H:2]([CH3:1])[C@@H:3]2[O:19][C:18](=[O:20])[N:17]([C:21]([O:23][C:24]([CH3:27])([CH3:26])[CH3:25])=[O:22])[C@@H:4]2[CH2:5]1, predict the reactants needed to synthesize it. (5) Given the product [N+:12]([C:3]1[CH:4]=[N:5][C:6]2[C:11]([C:2]=1[NH:22][CH2:23][C:24]1([OH:34])[CH2:33][CH2:32][C:27]3([O:31][CH2:30][CH2:29][O:28]3)[CH2:26][CH2:25]1)=[CH:10][CH:9]=[CH:8][CH:7]=2)([O-:14])=[O:13], predict the reactants needed to synthesize it. The reactants are: Cl[C:2]1[C:11]2[C:6](=[CH:7][CH:8]=[CH:9][CH:10]=2)[N:5]=[CH:4][C:3]=1[N+:12]([O-:14])=[O:13].C(N(CC)CC)C.[NH2:22][CH2:23][C:24]1([OH:34])[CH2:33][CH2:32][C:27]2([O:31][CH2:30][CH2:29][O:28]2)[CH2:26][CH2:25]1. (6) Given the product [F:30][C:31]1[CH:36]=[CH:35][C:34]([S:37]([NH:23][CH:20]2[CH2:21][CH2:22][N:17]([C:10]3[C:11]4[C:16](=[CH:15][CH:14]=[CH:13][CH:12]=4)[C:7]([C:6]4[N:2]([CH3:1])[N:3]=[CH:4][CH:5]=4)=[N:8][N:9]=3)[CH2:18][CH2:19]2)(=[O:38])=[O:39])=[C:33]([C:41]([F:44])([F:42])[F:43])[CH:32]=1, predict the reactants needed to synthesize it. The reactants are: [CH3:1][N:2]1[C:6]([C:7]2[C:16]3[C:11](=[CH:12][CH:13]=[CH:14][CH:15]=3)[C:10]([N:17]3[CH2:22][CH2:21][CH:20]([NH2:23])[CH2:19][CH2:18]3)=[N:9][N:8]=2)=[CH:5][CH:4]=[N:3]1.N1C=CC=CC=1.[F:30][C:31]1[CH:36]=[CH:35][C:34]([S:37](Cl)(=[O:39])=[O:38])=[C:33]([C:41]([F:44])([F:43])[F:42])[CH:32]=1. (7) The reactants are: Br[C:2]1[CH:7]=[CH:6][C:5]([C:8]2[CH:13]=[CH:12][C:11]([OH:14])=[CH:10][CH:9]=2)=[CH:4][CH:3]=1.[C:15]([O:19][CH3:20])(=[O:18])[CH:16]=[CH2:17].Cl.C(OCC)(=O)C. Given the product [OH:14][C:11]1[CH:12]=[CH:13][C:8]([C:5]2[CH:6]=[CH:7][C:2](/[CH:17]=[CH:16]/[C:15]([O:19][CH3:20])=[O:18])=[CH:3][CH:4]=2)=[CH:9][CH:10]=1, predict the reactants needed to synthesize it.